This data is from Full USPTO retrosynthesis dataset with 1.9M reactions from patents (1976-2016). The task is: Predict the reactants needed to synthesize the given product. (1) Given the product [C:1]([CH2:3][CH:4]([OH:16])[CH2:5][CH:6]([OH:15])[CH2:7][C:8]([O:10][C:11]([CH3:12])([CH3:14])[CH3:13])=[O:9])#[N:2], predict the reactants needed to synthesize it. The reactants are: [C:1]([CH2:3][CH:4]([OH:16])[CH2:5][C:6](=[O:15])[CH2:7][C:8]([O:10][C:11]([CH3:14])([CH3:13])[CH3:12])=[O:9])#[N:2].C(B(CC)OC)C.O1CCCC1.[BH4-].[Na+]. (2) Given the product [Cl:19][C:20]1[CH:28]=[C:27]([F:29])[C:26]([S:30]([NH:18][CH2:15][CH2:16][CH3:17])(=[O:32])=[O:31])=[CH:25][C:21]=1[C:22]([OH:24])=[O:23], predict the reactants needed to synthesize it. The reactants are: ClS(C1C=C(C=CC=1F)C(O)=O)(=O)=O.[CH2:15]([NH2:18])[CH2:16][CH3:17].[Cl:19][C:20]1[CH:28]=[C:27]([F:29])[C:26]([S:30](NCC)(=[O:32])=[O:31])=[CH:25][C:21]=1[C:22]([OH:24])=[O:23]. (3) Given the product [CH3:12][O:13][C:14](=[O:28])[C:15]1[CH:20]=[C:19]([NH:21][C:5](=[O:7])[CH3:6])[CH:18]=[C:17]([NH:24][C:1](=[O:4])[CH3:2])[C:16]=1[Br:27], predict the reactants needed to synthesize it. The reactants are: [C:1]([OH:4])(=O)[CH3:2].[C:5](OC(=O)C)(=[O:7])[CH3:6].[CH3:12][O:13][C:14](=[O:28])[C:15]1[CH:20]=[C:19]([N+:21]([O-])=O)[CH:18]=[C:17]([N+:24]([O-])=O)[C:16]=1[Br:27].CO. (4) The reactants are: [C:1]([C:3]1[CH:8]=[C:7]([CH3:9])[CH:6]=[CH:5][C:4]=1[C:10]1[CH:15]=[C:14]([OH:16])[CH:13]=[C:12]([C:17]([O:19][CH3:20])=[O:18])[CH:11]=1)#[N:2].C1(P(C2C=CC=CC=2)C2C=CC=CC=2)C=CC=CC=1.O[CH2:41][CH:42]1[O:47][CH2:46][CH2:45][N:44]([C:48]([O:50][C:51]([CH3:54])([CH3:53])[CH3:52])=[O:49])[CH2:43]1.N(C(OC(C)C)=O)=NC(OC(C)C)=O. Given the product [C:1]([C:3]1[CH:8]=[C:7]([CH3:9])[CH:6]=[CH:5][C:4]=1[C:10]1[CH:11]=[C:12]([C:17]([O:19][CH3:20])=[O:18])[CH:13]=[C:14]([O:16][CH2:41][CH:42]2[O:47][CH2:46][CH2:45][N:44]([C:48]([O:50][C:51]([CH3:52])([CH3:54])[CH3:53])=[O:49])[CH2:43]2)[CH:15]=1)#[N:2], predict the reactants needed to synthesize it. (5) Given the product [Cl:24][C:25]1[CH:32]=[CH:31][CH:30]=[C:29]([Cl:33])[C:26]=1[CH2:27][O:19][C:12]1[CH:11]=[C:10]([N:7]2[C:6]3[CH:20]=[C:21]([O:22][CH3:23])[C:3]([O:2][CH3:1])=[CH:4][C:5]=3[N:9]=[CH:8]2)[S:14][C:13]=1[C:15]([O:17][CH3:18])=[O:16], predict the reactants needed to synthesize it. The reactants are: [CH3:1][O:2][C:3]1[C:21]([O:22][CH3:23])=[CH:20][C:6]2[N:7]([C:10]3[S:14][C:13]([C:15]([O:17][CH3:18])=[O:16])=[C:12]([OH:19])[CH:11]=3)[CH:8]=[N:9][C:5]=2[CH:4]=1.[Cl:24][C:25]1[CH:32]=[CH:31][CH:30]=[C:29]([Cl:33])[C:26]=1[CH2:27]Br.